Predict the product of the given reaction. From a dataset of Forward reaction prediction with 1.9M reactions from USPTO patents (1976-2016). (1) Given the reactants [N+:1]([C:4]1[CH:11]=[CH:10][C:7]([CH2:8]Br)=[CH:6][CH:5]=1)([O-:3])=[O:2].[C:12]([O:20][CH2:21][CH3:22])(=[O:19])[CH2:13][C:14]([O:16][CH2:17][CH3:18])=[O:15].C([O-])([O-])=O.[K+].[K+], predict the reaction product. The product is: [N+:1]([C:4]1[CH:11]=[CH:10][C:7]([CH2:8][CH:13]([C:14]([O:16][CH2:17][CH3:18])=[O:15])[C:12]([O:20][CH2:21][CH3:22])=[O:19])=[CH:6][CH:5]=1)([O-:3])=[O:2]. (2) Given the reactants C1(C(C2C=CC=CC=2)=[N:8][CH2:9][C:10]([O:12][CH2:13][CH3:14])=[O:11])C=CC=CC=1.CC(C)([O-])C.[K+].[CH3:27][O:28][C:29]1[CH:37]=[CH:36][C:32]([C:33]([Cl:35])=[O:34])=[CH:31][CH:30]=1.Cl, predict the reaction product. The product is: [ClH:35].[NH2:8][CH:9]([C:33]([C:32]1[CH:36]=[CH:37][C:29]([O:28][CH3:27])=[CH:30][CH:31]=1)=[O:34])[C:10]([O:12][CH2:13][CH3:14])=[O:11]. (3) Given the reactants C1(C)C=CC(S(O)(=O)=O)=CC=1.[CH3:12][C:13]1[C:21]([C:22]2[S:23]C(C3NC=NN=3)=C(C3C=CC=CC=3)[N:26]=2)=[C:16]2[CH:17]=[CH:18][CH:19]=[CH:20][N:15]2[N:14]=1.Cl[CH:39]([C:45]([C:47]1[CH:52]=[CH:51][CH:50]=[CH:49][C:48]=1[F:53])=O)[C:40]([O:42][CH2:43][CH3:44])=[O:41], predict the reaction product. The product is: [F:53][C:48]1[CH:49]=[CH:50][CH:51]=[CH:52][C:47]=1[C:45]1[N:26]=[C:22]([C:21]2[C:13]([CH3:12])=[N:14][N:15]3[CH:20]=[CH:19][CH:18]=[CH:17][C:16]=23)[S:23][C:39]=1[C:40]([O:42][CH2:43][CH3:44])=[O:41]. (4) Given the reactants C[Si](C)(C)N[Si](C)(C)C.[Li]CCCC.CCCCCC.[CH2:21]([O:23][C:24](=[O:31])[CH2:25]/[N:26]=[CH:27]/[N:28]([CH3:30])[CH3:29])[CH3:22].ClC1[CH2:34][N:35]([CH2:46][C:47]2[CH:52]=[CH:51][C:50]([O:53][CH3:54])=[CH:49][C:48]=2[O:55][CH3:56])[C:36](=[O:45])[C:37]2[CH:43]=[C:42]([CH3:44])[CH:41]=[CH:40]C=2N=1, predict the reaction product. The product is: [CH2:21]([O:23][C:24]([C:25]1[N:26]=[CH:27][N:28]2[C:30]=1[CH2:34][N:35]([CH2:46][C:47]1[CH:52]=[CH:51][C:50]([O:53][CH3:54])=[CH:49][C:48]=1[O:55][CH3:56])[C:36](=[O:45])[C:37]1[CH:43]=[C:42]([CH3:44])[CH:41]=[CH:40][C:29]2=1)=[O:31])[CH3:22]. (5) Given the reactants [C:1]([O:4][CH:5]1[CH:9]([O:10][CH2:11][C:12]2[CH:17]=[CH:16][CH:15]=[CH:14][CH:13]=2)[C:8]([C:20]([C:33]2[CH:38]=[CH:37][CH:36]=[CH:35][CH:34]=2)([C:27]2[CH:32]=[CH:31][CH:30]=[CH:29][CH:28]=2)[O:21][SiH2:22][C:23]([CH3:26])([CH3:25])[CH3:24])([CH:18]=[CH2:19])[O:7][CH:6]1OC(=O)C)(=[O:3])[CH3:2].O([Si](C)(C)C)S(C(F)(F)F)(=O)=O.[C:55]([NH:63][C:64]1[N:72]=[CH:71][N:70]=[C:69]2[C:65]=1[NH:66][CH:67]=[N:68]2)(=[O:62])[C:56]1[CH:61]=[CH:60][CH:59]=[CH:58][CH:57]=1, predict the reaction product. The product is: [C:55]([NH:63][C:64]1[N:72]=[CH:71][N:70]=[C:69]2[C:65]=1[N:66]=[CH:67][N:68]2[CH:6]1[CH:5]([O:4][C:1](=[O:3])[CH3:2])[CH:9]([O:10][CH2:11][C:12]2[CH:13]=[CH:14][CH:15]=[CH:16][CH:17]=2)[C:8]([C:20]([C:33]2[CH:34]=[CH:35][CH:36]=[CH:37][CH:38]=2)([C:27]2[CH:28]=[CH:29][CH:30]=[CH:31][CH:32]=2)[O:21][SiH2:22][C:23]([CH3:24])([CH3:25])[CH3:26])([CH:18]=[CH2:19])[O:7]1)(=[O:62])[C:56]1[CH:61]=[CH:60][CH:59]=[CH:58][CH:57]=1. (6) The product is: [CH3:1][N:2]([CH3:12])[C:3]1[CH:8]=[CH:7][C:6]([NH:9][C:10]([NH:16][CH2:15][C:14]([CH3:18])([CH3:17])[CH3:13])=[S:11])=[CH:5][CH:4]=1. Given the reactants [CH3:1][N:2]([CH3:12])[C:3]1[CH:8]=[CH:7][C:6]([N:9]=[C:10]=[S:11])=[CH:5][CH:4]=1.[CH3:13][C:14]([CH3:18])([CH3:17])[CH2:15][NH2:16], predict the reaction product.